From a dataset of Full USPTO retrosynthesis dataset with 1.9M reactions from patents (1976-2016). Predict the reactants needed to synthesize the given product. (1) Given the product [C:12]([N:9]1[CH2:8][CH2:7][N:6]([CH2:5][C:4]([OH:20])=[O:3])[CH2:11][CH2:10]1)(=[O:19])[C:13]1[CH:18]=[CH:17][CH:16]=[CH:15][CH:14]=1, predict the reactants needed to synthesize it. The reactants are: C([O:3][C:4](=[O:20])[CH2:5][N:6]1[CH2:11][CH2:10][N:9]([C:12](=[O:19])[C:13]2[CH:18]=[CH:17][CH:16]=[CH:15][CH:14]=2)[CH2:8][CH2:7]1)C.[OH-].[Li+].Cl. (2) Given the product [CH3:4][C:3]1([CH2:7][OH:8])[CH2:5][O:6][CH:19]([C:9]2[CH:14]=[CH:13][CH:12]=[CH:11][CH:10]=2)[O:1][CH2:2]1, predict the reactants needed to synthesize it. The reactants are: [OH:1][CH2:2][C:3]([CH2:7][OH:8])([CH2:5][OH:6])[CH3:4].[C:9]1([CH3:19])[CH:14]=[CH:13][C:12](S(O)(=O)=O)=[CH:11][CH:10]=1.C1(C)C=CC=CC=1.C1(C)C=CC=CC=1.O.